Predict the reaction yield, written as a fraction of the theoretical maximum amount of product (1.0 means a 100% yield; for example, 0.34 means a 34% yield). From a dataset of Reaction yield outcomes from USPTO patents with 853,638 reactions. (1) The reactants are [Br:1][C:2]1[CH:10]=[CH:9][C:5]([C:6]([OH:8])=[O:7])=[C:4]([CH2:11][CH3:12])[CH:3]=1.O=S(Cl)Cl.[CH3:17]O. No catalyst specified. The product is [Br:1][C:2]1[CH:10]=[CH:9][C:5]([C:6]([O:8][CH3:17])=[O:7])=[C:4]([CH2:11][CH3:12])[CH:3]=1. The yield is 0.870. (2) The reactants are [Cl-].O[NH3+:3].[C:4](=[O:7])([O-])[OH:5].[Na+].CS(C)=O.[CH:13]1([O:17][C:18]2[CH:23]=[CH:22][C:21]([N:24]3[C:29](=[O:30])[C:28]([CH2:31][C:32]4[CH:37]=[CH:36][C:35]([C:38]5[C:39]([C:44]#[N:45])=[CH:40][CH:41]=[CH:42][CH:43]=5)=[CH:34][CH:33]=4)=[C:27]([CH2:46][CH2:47][CH3:48])[N:26]=[C:25]3[CH3:49])=[CH:20][C:19]=2[F:50])[CH2:16][CH2:15][CH2:14]1. The catalyst is O.C(OCC)(=O)C. The product is [CH:13]1([O:17][C:18]2[CH:23]=[CH:22][C:21]([N:24]3[C:29](=[O:30])[C:28]([CH2:31][C:32]4[CH:37]=[CH:36][C:35]([C:38]5[CH:43]=[CH:42][CH:41]=[CH:40][C:39]=5[C:44]5[NH:3][C:4](=[O:7])[O:5][N:45]=5)=[CH:34][CH:33]=4)=[C:27]([CH2:46][CH2:47][CH3:48])[N:26]=[C:25]3[CH3:49])=[CH:20][C:19]=2[F:50])[CH2:14][CH2:15][CH2:16]1. The yield is 0.520.